From a dataset of Forward reaction prediction with 1.9M reactions from USPTO patents (1976-2016). Predict the product of the given reaction. (1) The product is: [Cl:21][C:10]1[S:11][C:7]([C:5]2[CH:4]=[N:3][N:2]([CH3:1])[CH:6]=2)=[N:8][N:9]=1. Given the reactants [CH3:1][N:2]1[CH:6]=[C:5]([C:7]2[S:11][C:10](N)=[N:9][N:8]=2)[CH:4]=[N:3]1.CC(O)=O.N([O-])=O.[Na+].[ClH:21], predict the reaction product. (2) Given the reactants [C:1]([C:4]12[CH2:11][CH2:10][C:7]([NH:12][CH2:13][C:14]([N:16]3[CH2:20][C@@H:19]([F:21])[CH2:18][C@H:17]3[C:22]#[N:23])=[O:15])([CH2:8][CH2:9]1)[CH2:6][CH2:5]2)([OH:3])=O.Cl.[CH:25]1([CH2:30][NH2:31])[CH2:29][CH2:28][CH2:27][CH2:26]1, predict the reaction product. The product is: [CH:25]1([CH2:30][NH:31][C:1]([C:4]23[CH2:9][CH2:8][C:7]([NH:12][CH2:13][C:14]([N:16]4[CH2:20][C@@H:19]([F:21])[CH2:18][C@H:17]4[C:22]#[N:23])=[O:15])([CH2:10][CH2:11]2)[CH2:6][CH2:5]3)=[O:3])[CH2:29][CH2:28][CH2:27][CH2:26]1. (3) Given the reactants C(Cl)Cl.[F:4][C:5]1[CH:14]=[C:13]2[C:8]([CH:9]=[C:10]([OH:15])[N:11]=[CH:12]2)=[CH:7][CH:6]=1.C(N(CC)CC)C.[F:23][C:24]([F:37])([F:36])[S:25](O[S:25]([C:24]([F:37])([F:36])[F:23])(=[O:27])=[O:26])(=[O:27])=[O:26], predict the reaction product. The product is: [F:4][C:5]1[CH:14]=[C:13]2[C:8]([CH:9]=[C:10]([O:15][S:25]([C:24]([F:37])([F:36])[F:23])(=[O:27])=[O:26])[N:11]=[CH:12]2)=[CH:7][CH:6]=1. (4) The product is: [Br-:14].[CH2:15]([N:11]1[CH:12]=[CH:13][N+:9]([C:4]2[CH:5]=[CH:6][CH:7]=[CH:8][C:3]=2[O:2][CH3:1])=[CH:10]1)[CH2:16][CH2:17][CH2:18][CH2:19][CH3:20]. Given the reactants [CH3:1][O:2][C:3]1[CH:8]=[CH:7][CH:6]=[CH:5][C:4]=1[N:9]1[CH:13]=[CH:12][N:11]=[CH:10]1.[Br:14][CH2:15][CH2:16][CH2:17][CH2:18][CH2:19][CH3:20], predict the reaction product. (5) Given the reactants [CH:1]1[CH:2]=[CH:3][C:4]2[NH:11][C:9](=[O:10])[CH:8]=[C:7]([CH2:12][CH:13]([NH:17][C:18]([C:20]3[CH:21]=[CH:22][C:23]([Cl:26])=[CH:24][CH:25]=3)=[O:19])[C:14]([OH:16])=[O:15])[C:5]=2[CH:6]=1.Cl[CH2:28][CH:29]1[CH2:31][CH2:30]1, predict the reaction product. The product is: [Cl:26][C:23]1[CH:24]=[CH:25][C:20]([C:18]([NH:17][CH:13]([CH2:12][C:7]2[C:5]3[C:4](=[CH:3][CH:2]=[CH:1][CH:6]=3)[NH:11][C:9](=[O:10])[CH:8]=2)[C:14]([O:16][CH2:28][CH:29]2[CH2:31][CH2:30]2)=[O:15])=[O:19])=[CH:21][CH:22]=1.